From a dataset of Catalyst prediction with 721,799 reactions and 888 catalyst types from USPTO. Predict which catalyst facilitates the given reaction. (1) Product: [CH2:35]([O:19][C:16]1[CH:15]=[CH:14][C:13]([C:10]2[S:9][C:8]([C@@:3]3([CH2:20][C:21]([O:23][CH2:24][C:25]4[CH:26]=[CH:27][C:28]([O:31][CH3:32])=[CH:29][CH:30]=4)=[O:22])[CH2:4][CH2:5][CH2:6][CH2:7][S:2]3(=[O:1])=[O:33])=[CH:12][CH:11]=2)=[CH:18][CH:17]=1)[CH2:36][CH2:37][CH3:38]. The catalyst class is: 9. Reactant: [O:1]=[S:2]1(=[O:33])[CH2:7][CH2:6][CH2:5][CH2:4][C@:3]1([CH2:20][C:21]([O:23][CH2:24][C:25]1[CH:30]=[CH:29][C:28]([O:31][CH3:32])=[CH:27][CH:26]=1)=[O:22])[C:8]1[S:9][C:10]([C:13]2[CH:18]=[CH:17][C:16]([OH:19])=[CH:15][CH:14]=2)=[CH:11][CH:12]=1.I[CH2:35][CH2:36][CH2:37][CH3:38].C(=O)([O-])[O-].[K+].[K+]. (2) Reactant: [C:1]([O:5][C:6]([N:8]1[CH2:24][CH2:23][CH2:22][C:10]2([N:14]([C:15]3[CH:20]=[CH:19][CH:18]=[CH:17][CH:16]=3)[CH2:13][NH:12][C:11]2=[O:21])[CH2:9]1)=[O:7])([CH3:4])([CH3:3])[CH3:2].[Li+].[CH3:26][Si]([N-][Si](C)(C)C)(C)C.CI. Product: [C:1]([O:5][C:6]([N:8]1[CH2:24][CH2:23][CH2:22][C:10]2([N:14]([C:15]3[CH:20]=[CH:19][CH:18]=[CH:17][CH:16]=3)[CH2:13][N:12]([CH3:26])[C:11]2=[O:21])[CH2:9]1)=[O:7])([CH3:4])([CH3:2])[CH3:3]. The catalyst class is: 49. (3) Reactant: [C:1]1([C:7](=[N:14][CH2:15][C:16]([O:18][C:19]([CH3:22])([CH3:21])[CH3:20])=[O:17])[C:8]2[CH:13]=[CH:12][CH:11]=[CH:10][CH:9]=2)[CH:6]=[CH:5][CH:4]=[CH:3][CH:2]=1.C=CCO[C@H](C1C2C(=CC=CC=2)N=CC=1)[C@H]1[N+:33]2([CH2:38][C:39]3[C:52]4[C:47](=CC=C[CH:51]=4)[CH:46]=[C:45]4[C:40]=3C=CC=C4)[CH2:34][C@H:35]([CH:36]=[CH2:37])[C@@H:30](CC2)C1.[Br-].C(N=P1(N(CC)CC)N(C)CCCN1C)(C)(C)C. Product: [C:1]1([C:7](=[N:14][C@@H:15]([CH2:30][C:35]2[CH:34]=[N:33][C:38]([C:39]3[CH:40]=[CH:45][CH:46]=[CH:47][C:52]=3[CH3:51])=[CH:37][CH:36]=2)[C:16]([O:18][C:19]([CH3:22])([CH3:21])[CH3:20])=[O:17])[C:8]2[CH:9]=[CH:10][CH:11]=[CH:12][CH:13]=2)[CH:2]=[CH:3][CH:4]=[CH:5][CH:6]=1. The catalyst class is: 4. (4) Reactant: [CH3:1][O:2][C:3]1[CH:9]=[CH:8][C:6]([NH2:7])=[CH:5][CH:4]=1.C(N(CC)CC)C.[Cl-].ClC1N(C)CC[NH+]1C.[CH3:26][O:27][C:28]1[C:29](=[O:56])[C:30]([CH3:55])=[C:31]([CH2:37][C:38]2[C:39]([O:47][CH2:48][C:49]3[CH:54]=[CH:53][CH:52]=[CH:51][CH:50]=3)=[C:40]([CH:44]=[CH:45][CH:46]=2)[C:41](O)=[O:42])[C:32](=[O:36])[C:33]=1[O:34][CH3:35]. Product: [CH3:26][O:27][C:28]1[C:29](=[O:56])[C:30]([CH3:55])=[C:31]([CH2:37][C:38]2[C:39]([O:47][CH2:48][C:49]3[CH:50]=[CH:51][CH:52]=[CH:53][CH:54]=3)=[C:40]([CH:44]=[CH:45][CH:46]=2)[C:41]([NH:7][C:6]2[CH:8]=[CH:9][C:3]([O:2][CH3:1])=[CH:4][CH:5]=2)=[O:42])[C:32](=[O:36])[C:33]=1[O:34][CH3:35]. The catalyst class is: 2. (5) Reactant: [F:1][C:2]1[CH:3]=[C:4]2[C:9](=[CH:10][C:11]=1[O:12]C)[N:8]=[C:7]([C:14]1[CH:19]=[CH:18][CH:17]=[C:16]([C:20]([F:23])([F:22])[F:21])[CH:15]=1)[C:6]([CH3:24])=[C:5]2[C:25]([OH:27])=[O:26].Br. Product: [F:1][C:2]1[CH:3]=[C:4]2[C:9](=[CH:10][C:11]=1[OH:12])[N:8]=[C:7]([C:14]1[CH:19]=[CH:18][CH:17]=[C:16]([C:20]([F:23])([F:21])[F:22])[CH:15]=1)[C:6]([CH3:24])=[C:5]2[C:25]([OH:27])=[O:26]. The catalyst class is: 86. (6) Reactant: Br[CH:2]1[CH2:8][CH2:7][CH2:6][C:5]2[CH:9]=[C:10]([N:13]3[CH2:17][C@H:16]([CH2:18][NH:19][C:20](=[O:22])[CH3:21])[O:15][C:14]3=[O:23])[CH:11]=[CH:12][C:4]=2[C:3]1=O.[C:25]([NH2:28])(=[S:27])[CH3:26]. Product: [CH3:26][C:25]1[S:27][C:2]2[CH2:8][CH2:7][CH2:6][C:5]3[CH:9]=[C:10]([N:13]4[CH2:17][C@H:16]([CH2:18][NH:19][C:20](=[O:22])[CH3:21])[O:15][C:14]4=[O:23])[CH:11]=[CH:12][C:4]=3[C:3]=2[N:28]=1. The catalyst class is: 8. (7) Reactant: [Cl:1][C:2]1[N:10]=[C:9]2[C:5]([N:6]=[CH:7][N:8]2[CH3:11])=[C:4]([N:12]2[CH2:17][CH2:16][O:15][CH2:14][CH2:13]2)[N:3]=1.CN(CCN(C)C)C.[Li]CCCC.[C:31]([O:35][C:36]([N:38]1[CH2:43][CH2:42][C:41](=[O:44])[CH2:40][CH2:39]1)=[O:37])([CH3:34])([CH3:33])[CH3:32]. Product: [C:31]([O:35][C:36]([N:38]1[CH2:43][CH2:42][C:41]([C:7]2[N:8]([CH3:11])[C:9]3[C:5]([N:6]=2)=[C:4]([N:12]2[CH2:17][CH2:16][O:15][CH2:14][CH2:13]2)[N:3]=[C:2]([Cl:1])[N:10]=3)([OH:44])[CH2:40][CH2:39]1)=[O:37])([CH3:34])([CH3:32])[CH3:33]. The catalyst class is: 1. (8) Reactant: Br[C:2]1[CH:7]=[CH:6][C:5]([CH:8]2[CH2:13][CH2:12][N:11]([C:14]([O:16][C:17]([CH3:20])([CH3:19])[CH3:18])=[O:15])[CH2:10][CH2:9]2)=[CH:4][CH:3]=1.CC([O-])=O.[K+].[CH3:26][C:27]1([CH3:43])[C:31]([CH3:33])([CH3:32])[O:30][B:29]([B:29]2[O:30][C:31]([CH3:33])([CH3:32])[C:27]([CH3:43])([CH3:26])[O:28]2)[O:28]1.O. Product: [CH3:26][C:27]1([CH3:43])[C:31]([CH3:33])([CH3:32])[O:30][B:29]([C:2]2[CH:7]=[CH:6][C:5]([CH:8]3[CH2:13][CH2:12][N:11]([C:14]([O:16][C:17]([CH3:20])([CH3:19])[CH3:18])=[O:15])[CH2:10][CH2:9]3)=[CH:4][CH:3]=2)[O:28]1. The catalyst class is: 418.